Dataset: Forward reaction prediction with 1.9M reactions from USPTO patents (1976-2016). Task: Predict the product of the given reaction. (1) Given the reactants [O:1]1[C:6]2[CH:7]=[CH:8][C:9]([NH:11][C:12]3N[C:15]([C:17]4[CH:22]=[C:21]([CH3:23])[C:20]([NH2:24])=[C:19]([CH3:25])[C:18]=4[N+:26]([O-])=O)=[N:14][N:13]=3)=[CH:10][C:5]=2[O:4][CH2:3][CH2:2]1.C([OH:31])C, predict the reaction product. The product is: [O:1]1[C:6]2[CH:7]=[CH:8][C:9]([NH:11][C:12]3[O:31][C:15]([C:17]4[CH:22]=[C:21]([CH3:23])[C:20]([NH2:24])=[C:19]([CH3:25])[C:18]=4[NH2:26])=[N:14][N:13]=3)=[CH:10][C:5]=2[O:4][CH2:3][CH2:2]1. (2) Given the reactants [Cl:1][C:2]1[S:3][C:4]([Cl:7])=[CH:5][CH:6]=1.[N+:8]([O-])([O-:10])=[O:9].[Na+], predict the reaction product. The product is: [Cl:1][C:2]1[S:3][C:4]([Cl:7])=[CH:5][CH:6]=1.[N+:8]([C:6]1[CH:5]=[CH:4][S:3][CH:2]=1)([O-:10])=[O:9].